This data is from Full USPTO retrosynthesis dataset with 1.9M reactions from patents (1976-2016). The task is: Predict the reactants needed to synthesize the given product. The reactants are: [CH3:1][CH2:2][CH2:3][S:4][C:5]1[N:6]=[C:7]([NH:25][C@H:26]2[C@H:28]([C:29]3[CH:30]=[CH:31][C:32]([F:36])=[C:33]([F:35])[CH:34]=3)[CH2:27]2)[C:8]2[N:13]=[N:12][N:11]([C@H:14]3[C@H:18]([OH:19])[C@H:17]([OH:20])[C@@H:16]([O:21][CH2:22][CH2:23][OH:24])[CH2:15]3)[C:9]=2[N:10]=1.CC(C)=O.[C:41]([OH:48])(=[O:47])[CH2:42][CH2:43][C:44]([OH:46])=[O:45]. Given the product [CH3:1][CH2:2][CH2:3][S:4][C:5]1[N:6]=[C:7]([NH:25][C@H:26]2[C@H:28]([C:29]3[CH:30]=[CH:31][C:32]([F:36])=[C:33]([F:35])[CH:34]=3)[CH2:27]2)[C:8]2[N:13]=[N:12][N:11]([C@H:14]3[C@H:18]([OH:19])[C@H:17]([OH:20])[C@@H:16]([O:21][CH2:22][CH2:23][OH:24])[CH2:15]3)[C:9]=2[N:10]=1.[C:41]([O-:48])(=[O:47])[CH2:42][CH2:43][C:44]([O-:46])=[O:45], predict the reactants needed to synthesize it.